This data is from Peptide-MHC class II binding affinity with 134,281 pairs from IEDB. The task is: Regression. Given a peptide amino acid sequence and an MHC pseudo amino acid sequence, predict their binding affinity value. This is MHC class II binding data. (1) The peptide sequence is TLEVHAVKPAAEEVK. The MHC is DRB1_0301 with pseudo-sequence DRB1_0301. The binding affinity (normalized) is 0.298. (2) The MHC is DRB1_0101 with pseudo-sequence DRB1_0101. The binding affinity (normalized) is 0.873. The peptide sequence is CSKCYAINDNKVGEV.